This data is from Reaction yield outcomes from USPTO patents with 853,638 reactions. The task is: Predict the reaction yield, written as a fraction of the theoretical maximum amount of product (1.0 means a 100% yield; for example, 0.34 means a 34% yield). (1) The reactants are [C:1]([C@@:3]1([OH:19])[C@H:7]([OH:8])[C@@H:6]([CH2:9][OH:10])[O:5][C@H:4]1[N:11]1[CH:16]=[CH:15][C:14](=[O:17])[NH:13][C:12]1=[O:18])#[CH:2].C([Mg]Cl)(C)(C)C.F[C:27]1[C:51](F)=[C:50](F)[C:49](F)=[C:48](F)[C:28]=1[O:29][P@:30]([NH:39][C@@H:40]([CH3:47])[C:41]([O:43][CH:44]([CH3:46])[CH3:45])=[O:42])(OC1C=CC=CC=1)=[O:31]. The catalyst is C1COCC1. The product is [O:18]=[C:12]1[NH:13][C:14](=[O:17])[CH:15]=[CH:16][N:11]1[C@@H:4]1[O:5][C@H:6]([CH2:9][O:10][P@@:30]([NH:39][C@@H:40]([CH3:47])[C:41]([O:43][CH:44]([CH3:46])[CH3:45])=[O:42])([O:29][C:28]2[CH:48]=[CH:49][CH:50]=[CH:51][CH:27]=2)=[O:31])[C@@H:7]([OH:8])[C@@:3]1([C:1]#[CH:2])[OH:19]. The yield is 0.137. (2) The product is [CH3:14][C:13]1[N:1]=[C:2]([CH:3]([CH3:9])[C:4]([O:6][CH2:7][CH3:8])=[O:5])[S:10][CH:12]=1. The reactants are [NH2:1][C:2](=[S:10])[CH:3]([CH3:9])[C:4]([O:6][CH2:7][CH3:8])=[O:5].Cl[CH2:12][C:13](=O)[CH3:14].C([O-])(O)=O.[Na+]. The catalyst is CN(C=O)C. The yield is 0.930.